From a dataset of Forward reaction prediction with 1.9M reactions from USPTO patents (1976-2016). Predict the product of the given reaction. (1) Given the reactants Br[CH2:2][CH2:3][O:4][CH2:5][CH2:6]Br.C(N(C(C)C)CC)(C)C.CN(C)C(=O)C.[NH2:23][C:24]1[CH:32]=[C:27]2[CH:28]=[CH:29][CH:30]=[CH:31][N:26]2[N:25]=1, predict the reaction product. The product is: [N:23]1([C:24]2[CH:32]=[C:27]3[CH:28]=[CH:29][CH:30]=[CH:31][N:26]3[N:25]=2)[CH2:6][CH2:5][O:4][CH2:3][CH2:2]1. (2) Given the reactants [O-:1][N+:2]1[C:7]2[CH:8]=[CH:9][CH:10]=[CH:11][C:6]=2[N:5]=[C:4]([N:12]2[CH2:17][CH2:16][CH:15]([C:18]([NH:20][C:21]3[S:22][CH:23]=[CH:24][C:25]=3[C:26]([O:28]C)=[O:27])=[O:19])[CH2:14][CH2:13]2)[N:3]=1.Cl.[NH+]1C=CC=CC=1, predict the reaction product. The product is: [O-:1][N+:2]1[C:7]2[CH:8]=[CH:9][CH:10]=[CH:11][C:6]=2[N:5]=[C:4]([N:12]2[CH2:17][CH2:16][CH:15]([C:18]([NH:20][C:21]3[S:22][CH:23]=[CH:24][C:25]=3[C:26]([OH:28])=[O:27])=[O:19])[CH2:14][CH2:13]2)[N:3]=1. (3) Given the reactants [Cl:1][C:2]1[CH:7]=[CH:6][C:5]([C:8](=[O:10])[CH3:9])=[CH:4][C:3]=1[S:11]([CH3:14])(=[O:13])=[O:12].[BH4-].[Na+], predict the reaction product. The product is: [Cl:1][C:2]1[CH:7]=[CH:6][C:5]([CH:8]([OH:10])[CH3:9])=[CH:4][C:3]=1[S:11]([CH3:14])(=[O:12])=[O:13]. (4) Given the reactants [CH3:1][S:2]([N:5]1[CH2:10][CH2:9][N:8](C(OC(C)(C)C)=O)[CH2:7][CH2:6]1)(=[O:4])=[O:3].FC(F)(F)C(O)=O, predict the reaction product. The product is: [CH3:1][S:2]([N:5]1[CH2:10][CH2:9][NH:8][CH2:7][CH2:6]1)(=[O:4])=[O:3]. (5) The product is: [CH2:16]([C:15]1([C:20]2[CH:21]=[CH:22][CH:23]=[CH:24][CH:25]=2)[O:19][C:36](=[O:38])[N:12]([C@H:10]([C:9]([O:8][Si:1]([C:4]([CH3:5])([CH3:6])[CH3:7])([CH3:3])[CH3:2])([CH3:26])[CH3:27])[CH3:11])[CH2:13][CH2:14]1)[CH:17]=[CH2:18]. Given the reactants [Si:1]([O:8][C:9]([CH3:27])([CH3:26])[C@@H:10]([NH:12][CH2:13][CH2:14][C:15]([C:20]1[CH:25]=[CH:24][CH:23]=[CH:22][CH:21]=1)([OH:19])[CH2:16][CH:17]=[CH2:18])[CH3:11])([C:4]([CH3:7])([CH3:6])[CH3:5])([CH3:3])[CH3:2].CCN(CC)CC.Cl[C:36](Cl)([O:38]C(=O)OC(Cl)(Cl)Cl)Cl, predict the reaction product. (6) The product is: [CH:1]([C:2]1[N:3]=[C:4]2[C:9](=[CH:10][CH:11]=1)[N:8]=[CH:7][C:6]([C:12]#[N:13])=[CH:5]2)=[O:14]. Given the reactants [CH3:1][C:2]1[N:3]=[C:4]2[C:9](=[CH:10][CH:11]=1)[N:8]=[CH:7][C:6]([C:12]#[N:13])=[CH:5]2.[O:14]1CCOCC1, predict the reaction product. (7) The product is: [F:1][C:2]1[CH:3]=[C:4]([C:12]2[CH:13]=[CH:14][C:15]3[N:16]([C:18]([CH2:21][O:22][C:23]4[C:32]5[C:27](=[CH:28][C:29]([O:33][CH3:34])=[CH:30][CH:31]=5)[N:26]=[CH:25][CH:24]=4)=[N:19][N:20]=3)[N:17]=2)[CH:5]=[CH:6][CH:7]=1. Given the reactants [F:1][C:2]1[CH:3]=[C:4](B(O)O)[CH:5]=[CH:6][CH:7]=1.Cl[C:12]1[CH:13]=[CH:14][C:15]2[N:16]([C:18]([CH2:21][O:22][C:23]3[C:32]4[C:27](=[CH:28][C:29]([O:33][CH3:34])=[CH:30][CH:31]=4)[N:26]=[CH:25][CH:24]=3)=[N:19][N:20]=2)[N:17]=1.C(=O)([O-])[O-].[K+].[K+], predict the reaction product.